From a dataset of Forward reaction prediction with 1.9M reactions from USPTO patents (1976-2016). Predict the product of the given reaction. Given the reactants [CH:1]1[CH:2]=[CH:3][C:4]2[O:10][C:8](=[O:9])[NH:7][C:5]=2[CH:6]=1.C(=O)([O-])[O-].[K+].[K+].Cl[CH2:18][CH2:19][O:20][C:21]1[CH:28]=[CH:27][C:24]([CH:25]=[O:26])=[CH:23][CH:22]=1, predict the reaction product. The product is: [O:9]=[C:8]1[N:7]([CH2:18][CH2:19][O:20][C:21]2[CH:28]=[CH:27][C:24]([CH:25]=[O:26])=[CH:23][CH:22]=2)[C:5]2[CH:6]=[CH:1][CH:2]=[CH:3][C:4]=2[O:10]1.